Dataset: Forward reaction prediction with 1.9M reactions from USPTO patents (1976-2016). Task: Predict the product of the given reaction. (1) Given the reactants [CH3:1][O:2][C:3]([C:5]1[S:9][C:8]2[C:10]([O:20]CC)=[C:11]([O:17]CC)[C:12]([N+:14]([O-:16])=[O:15])=[CH:13][C:7]=2[CH:6]=1)=[O:4].Cl, predict the reaction product. The product is: [CH3:1][O:2][C:3]([C:5]1[S:9][C:8]2[C:10]([OH:20])=[C:11]([OH:17])[C:12]([N+:14]([O-:16])=[O:15])=[CH:13][C:7]=2[CH:6]=1)=[O:4]. (2) Given the reactants Cl.Cl.Cl.[O:4]1[C:12]2[CH:11]=[CH:10][N:9]=[C:8]([N:13]3[CH2:18][CH2:17][N:16]([CH2:19][CH2:20][C@H:21]4[CH2:26][CH2:25][C@H:24]([NH2:27])[CH2:23][CH2:22]4)[CH2:15][CH2:14]3)[C:7]=2[CH2:6][CH2:5]1.[CH3:28][O:29][CH:30]([O:36][CH3:37])[CH2:31][C:32](OC)=[O:33], predict the reaction product. The product is: [O:4]1[C:12]2[CH:11]=[CH:10][N:9]=[C:8]([N:13]3[CH2:18][CH2:17][N:16]([CH2:19][CH2:20][C@H:21]4[CH2:26][CH2:25][C@H:24]([NH:27][C:32](=[O:33])[CH2:31][CH:30]([O:36][CH3:37])[O:29][CH3:28])[CH2:23][CH2:22]4)[CH2:15][CH2:14]3)[C:7]=2[CH2:6][CH2:5]1. (3) The product is: [OH:14][CH:11]1[C:6]2=[C:5]3[C:10](=[CH:9][CH:8]=[CH:7]2)[C:1](=[O:16])[NH:2][C:3](=[O:15])[N:4]3[CH2:13][CH2:12]1. Given the reactants [C:1]1(=[O:16])[C:10]2[C:5]3=[C:6]([C:11](=[O:14])[CH2:12][CH2:13][N:4]3[C:3](=[O:15])[NH:2]1)[CH:7]=[CH:8][CH:9]=2.CO.[BH4-].[Na+], predict the reaction product.